Dataset: Peptide-MHC class I binding affinity with 185,985 pairs from IEDB/IMGT. Task: Regression. Given a peptide amino acid sequence and an MHC pseudo amino acid sequence, predict their binding affinity value. This is MHC class I binding data. (1) The peptide sequence is QELKNSAVSL. The MHC is HLA-A02:06 with pseudo-sequence HLA-A02:06. The binding affinity (normalized) is 0. (2) The binding affinity (normalized) is 0.0847. The peptide sequence is VPHVIEEVM. The MHC is HLA-B15:01 with pseudo-sequence HLA-B15:01. (3) The peptide sequence is RYNTNTYNGW. The MHC is Mamu-B17 with pseudo-sequence Mamu-B17. The binding affinity (normalized) is 0.403.